From a dataset of Full USPTO retrosynthesis dataset with 1.9M reactions from patents (1976-2016). Predict the reactants needed to synthesize the given product. (1) Given the product [F:1][C:2]1[CH:7]=[C:6]([S:8]([CH3:11])(=[O:9])=[O:10])[CH:5]=[CH:4][C:3]=1[O:12][C:14]1[N:19]=[CH:18][N:17]=[C:16]2[N:20]([C@H:23]3[CH2:28][CH2:27][C@@H:26]([C:29]4[O:33][N:32]=[C:31]([CH:34]([CH3:36])[CH3:35])[N:30]=4)[CH2:25][CH2:24]3)[N:21]=[CH:22][C:15]=12, predict the reactants needed to synthesize it. The reactants are: [F:1][C:2]1[CH:7]=[C:6]([S:8]([CH3:11])(=[O:10])=[O:9])[CH:5]=[CH:4][C:3]=1[OH:12].Cl[C:14]1[N:19]=[CH:18][N:17]=[C:16]2[N:20]([C@H:23]3[CH2:28][CH2:27][C@@H:26]([C:29]4[O:33][N:32]=[C:31]([CH:34]([CH3:36])[CH3:35])[N:30]=4)[CH2:25][CH2:24]3)[N:21]=[CH:22][C:15]=12.C(=O)([O-])[O-].[K+].[K+]. (2) The reactants are: [NH2:1][C:2]1[C:7]([C:8]#[N:9])=[C:6](Cl)[N:5]=[CH:4][N:3]=1.CCN(C(C)C)C(C)C.[NH2:20][CH2:21][C:22]1[C:31]([CH2:32][N:33]([CH3:36])[CH2:34][CH3:35])=[CH:30][C:29]2[C:24](=[CH:25][CH:26]=[CH:27][C:28]=2[F:37])[N:23]=1. Given the product [NH2:1][C:2]1[C:7]([C:8]#[N:9])=[C:6]([NH:20][CH2:21][C:22]2[C:31]([CH2:32][N:33]([CH2:34][CH3:35])[CH3:36])=[CH:30][C:29]3[C:24](=[CH:25][CH:26]=[CH:27][C:28]=3[F:37])[N:23]=2)[N:5]=[CH:4][N:3]=1, predict the reactants needed to synthesize it. (3) Given the product [OH:17][C:15]1[C:16]2[N:8]([C:5]3[CH:6]=[CH:7][CH:2]=[CH:3][CH:4]=3)[CH:9]=[CH:10][C:11]=2[NH:12][C:13](=[O:20])[C:14]=1[C:18]#[N:19], predict the reactants needed to synthesize it. The reactants are: Br[C:2]1[CH:7]=[CH:6][C:5]([N:8]2[C:16]3[C:15]([OH:17])=[C:14]([C:18]#[N:19])[C:13](=[O:20])[NH:12][C:11]=3[CH:10]=[CH:9]2)=[CH:4][CH:3]=1.